This data is from Forward reaction prediction with 1.9M reactions from USPTO patents (1976-2016). The task is: Predict the product of the given reaction. (1) Given the reactants [Mg].CO[CH:4]([O:12]C)[C:5]1[CH:10]=[CH:9][C:8](Br)=[CH:7][CH:6]=1.[CH2:14]([N:21]1[CH2:26][CH2:25][C:24](=[O:27])[CH2:23][CH2:22]1)[C:15]1[CH:20]=[CH:19][CH:18]=[CH:17][CH:16]=1.[Cl-].[NH4+].Cl, predict the reaction product. The product is: [CH2:14]([N:21]1[CH2:26][CH2:25][C:24]([C:8]2[CH:7]=[CH:6][C:5]([CH:4]=[O:12])=[CH:10][CH:9]=2)([OH:27])[CH2:23][CH2:22]1)[C:15]1[CH:16]=[CH:17][CH:18]=[CH:19][CH:20]=1. (2) Given the reactants [NH2:1][CH:2]([C:7]([F:10])([F:9])[F:8])[CH2:3][C:4](O)=[O:5].[C:11]1(=O)[C:19]2[C:14](=[CH:15][CH:16]=[CH:17][CH:18]=2)[C:13](=[O:20])[O:12]1.C[N:23](C=O)C, predict the reaction product. The product is: [O:12]=[C:11]1[C:19]2[C:14](=[CH:15][CH:16]=[CH:17][CH:18]=2)[C:13](=[O:20])[N:1]1[CH:2]([C:7]([F:10])([F:9])[F:8])[CH2:3][C:4]([NH2:23])=[O:5]. (3) Given the reactants [Cl:1][CH2:2][C:3]([C:5]1[CH:6]=[C:7]2[C:12](=[CH:13][CH:14]=1)[NH:11][C:10](=[O:15])[CH:9]([CH3:16])[CH:8]2[CH3:17])=O.C([SiH](CC)CC)C, predict the reaction product. The product is: [Cl:1][CH2:2][CH2:3][C:5]1[CH:6]=[C:7]2[C:12](=[CH:13][CH:14]=1)[NH:11][C:10](=[O:15])[CH:9]([CH3:16])[CH:8]2[CH3:17]. (4) Given the reactants [C:1]([O:5][C:6](=[O:27])[NH:7][C:8]([CH3:26])([CH3:25])[CH2:9][C:10]1[C:18]2[C:13](=[C:14]([CH:19]=[CH:20][S:21]([CH3:24])(=[O:23])=[O:22])[CH:15]=[CH:16][CH:17]=2)[NH:12][CH:11]=1)([CH3:4])([CH3:3])[CH3:2], predict the reaction product. The product is: [C:1]([O:5][C:6](=[O:27])[NH:7][C:8]([CH3:26])([CH3:25])[CH2:9][C:10]1[C:18]2[C:13](=[C:14]([CH2:19][CH2:20][S:21]([CH3:24])(=[O:23])=[O:22])[CH:15]=[CH:16][CH:17]=2)[NH:12][CH:11]=1)([CH3:3])([CH3:4])[CH3:2]. (5) Given the reactants [N+:1]([C:4]1[CH:5]=[CH:6][C:7]([N:10]2[CH2:15][CH2:14][N:13]([C:16]3[N:21]=[CH:20][CH:19]=[CH:18][N:17]=3)[CH2:12][CH2:11]2)=[N:8][CH:9]=1)([O-])=O.Cl[Sn]Cl, predict the reaction product. The product is: [N:17]1[CH:18]=[CH:19][CH:20]=[N:21][C:16]=1[N:13]1[CH2:12][CH2:11][N:10]([C:7]2[N:8]=[CH:9][C:4]([NH2:1])=[CH:5][CH:6]=2)[CH2:15][CH2:14]1.